From a dataset of Full USPTO retrosynthesis dataset with 1.9M reactions from patents (1976-2016). Predict the reactants needed to synthesize the given product. (1) Given the product [O:13]=[C:9]([CH3:8])[CH2:10][C:11]([N:4]([CH2:5][CH2:6][CH3:7])[CH2:1][CH2:2][CH3:3])=[O:12], predict the reactants needed to synthesize it. The reactants are: [CH2:1]([NH:4][CH2:5][CH2:6][CH3:7])[CH2:2][CH3:3].[CH2:8]=[C:9]1[O:13][C:11](=[O:12])[CH2:10]1. (2) Given the product [F:24][C:20]1[CH:19]=[C:18]2[C:23](/[C:15](=[C:10]3\[O:11][C:12]([CH3:14])([CH3:13])[C:8]([C:30]4[CH:31]=[N:32][C:27]([F:26])=[CH:28][CH:29]=4)=[CH:9]\3)/[C:16](=[O:25])[NH:17]2)=[CH:22][CH:21]=1, predict the reactants needed to synthesize it. The reactants are: O1CCOCC1.Br[C:8]1[C:12]([CH3:14])([CH3:13])[O:11]/[C:10](=[C:15]2/[C:16](=[O:25])[NH:17][C:18]3[C:23]/2=[CH:22][CH:21]=[C:20]([F:24])[CH:19]=3)/[CH:9]=1.[F:26][C:27]1[N:32]=[CH:31][C:30](B(O)O)=[CH:29][CH:28]=1.C([O-])([O-])=O.[Na+].[Na+]. (3) The reactants are: [CH3:1][C:2]1([CH3:16])[C:6]([CH3:8])([CH3:7])[O:5][B:4]([C:9]2[CH:14]=[CH:13][C:12](Br)=[CH:11][CH:10]=2)[O:3]1.[CH3:17][C:18]([NH2:22])([CH3:21])[C:19]#[CH:20]. Given the product [CH3:17][C:18]([NH2:22])([CH3:21])[C:19]#[C:20][C:12]1[CH:13]=[CH:14][C:9]([B:4]2[O:3][C:2]([CH3:16])([CH3:1])[C:6]([CH3:8])([CH3:7])[O:5]2)=[CH:10][CH:11]=1, predict the reactants needed to synthesize it. (4) The reactants are: [CH2:1]([O:5][C:6]1[C:11]([Cl:12])=[C:10](Cl)[N:9]=[CH:8][N:7]=1)[C:2]#[C:3][CH3:4].[CH3:14][CH:15]1[CH2:20][CH:19]([CH3:21])[CH2:18][NH:17][CH2:16]1. Given the product [CH2:1]([O:5][C:6]1[C:11]([Cl:12])=[C:10]([N:17]2[CH2:18][CH:19]([CH3:21])[CH2:20][CH:15]([CH3:14])[CH2:16]2)[N:9]=[CH:8][N:7]=1)[C:2]#[C:3][CH3:4], predict the reactants needed to synthesize it.